This data is from Reaction yield outcomes from USPTO patents with 853,638 reactions. The task is: Predict the reaction yield, written as a fraction of the theoretical maximum amount of product (1.0 means a 100% yield; for example, 0.34 means a 34% yield). (1) The reactants are CCN(C(C)C)C(C)C.[C:10](OC(=O)C)(=[O:12])[CH3:11].[N:17]1([CH2:22][C:23]([NH:25][C@@H:26]([CH2:44][CH2:45][CH2:46][NH2:47])[C:27]([NH:29][C:30]2[CH:35]=[CH:34][C:33]([O:36][C:37]3[CH:42]=[CH:41][C:40]([F:43])=[CH:39][CH:38]=3)=[CH:32][CH:31]=2)=[O:28])=[O:24])[CH:21]=[N:20][CH:19]=[N:18]1. The catalyst is C1COCC1. The product is [N:17]1([CH2:22][C:23]([NH:25][C@@H:26]([CH2:44][CH2:45][CH2:46][NH:47][C:10](=[O:12])[CH3:11])[C:27]([NH:29][C:30]2[CH:31]=[CH:32][C:33]([O:36][C:37]3[CH:42]=[CH:41][C:40]([F:43])=[CH:39][CH:38]=3)=[CH:34][CH:35]=2)=[O:28])=[O:24])[CH:21]=[N:20][CH:19]=[N:18]1. The yield is 0.270. (2) The reactants are [OH:1][C:2]1[C:3]([C:12]([NH:14][NH2:15])=[O:13])=[CH:4][C:5]2[C:10]([CH:11]=1)=[CH:9][CH:8]=[CH:7][CH:6]=2.[N+:16]([C:19]1[O:23][C:22](/[CH:24]=[CH:25]/[CH:26]=O)=[CH:21][CH:20]=1)([O-:18])=[O:17]. The catalyst is C(O)(=O)C. The product is [OH:1][C:2]1[C:3]([C:12]([NH:14]/[N:15]=[CH:26]/[CH:25]=[CH:24]/[C:22]2[O:23][C:19]([N+:16]([O-:18])=[O:17])=[CH:20][CH:21]=2)=[O:13])=[CH:4][C:5]2[C:10]([CH:11]=1)=[CH:9][CH:8]=[CH:7][CH:6]=2. The yield is 0.990. (3) The reactants are [C:1]1([C:7]2[CH:12]=[C:11]([CH:13]3[CH2:18][CH2:17][S:16](=[O:20])(=[O:19])[CH2:15][CH2:14]3)[CH:10]=[CH:9][C:8]=2[NH2:21])[CH2:6][CH2:5][CH2:4][CH2:3][CH:2]=1.[K+].[C:23]([C:25]1[N:26]=[C:27]([C:38]([O-])=[O:39])[N:28]([CH2:30][O:31][CH2:32][CH2:33][Si:34]([CH3:37])([CH3:36])[CH3:35])[CH:29]=1)#[N:24].F[P-](F)(F)(F)(F)F.Br[P+](N1CCCC1)(N1CCCC1)N1CCCC1.CCN(C(C)C)C(C)C. The catalyst is CN(C=O)C.CCOC(C)=O. The product is [C:1]1([C:7]2[CH:12]=[C:11]([CH:13]3[CH2:18][CH2:17][S:16](=[O:19])(=[O:20])[CH2:15][CH2:14]3)[CH:10]=[CH:9][C:8]=2[NH:21][C:38]([C:27]2[N:28]([CH2:30][O:31][CH2:32][CH2:33][Si:34]([CH3:37])([CH3:36])[CH3:35])[CH:29]=[C:25]([C:23]#[N:24])[N:26]=2)=[O:39])[CH2:6][CH2:5][CH2:4][CH2:3][CH:2]=1. The yield is 0.730. (4) The reactants are C(S([C:11]1[N:16]=[C:15]([C:17]2[CH:22]=[CH:21][C:20]([Cl:23])=[CH:19][C:18]=2[Cl:24])[C:14]([C:25]([O:27][CH3:28])=[O:26])=[C:13]([CH3:29])[N:12]=1)(=O)=O)C1C=CC=CC=1.[NH:30]1[CH2:35][CH2:34][S:33][CH2:32][CH2:31]1. The catalyst is O1CCOCC1. The product is [Cl:24][C:18]1[CH:19]=[C:20]([Cl:23])[CH:21]=[CH:22][C:17]=1[C:15]1[C:14]([C:25]([O:27][CH3:28])=[O:26])=[C:13]([CH3:29])[N:12]=[C:11]([N:30]2[CH2:35][CH2:34][S:33][CH2:32][CH2:31]2)[N:16]=1. The yield is 1.00. (5) The reactants are [Br:1][C:2]1[CH:3]=[CH:4][C:5]([F:9])=[C:6]([CH:8]=1)[NH2:7].[I-].[Na+].C(=O)([O-])[O-].[K+].[K+].Cl[CH2:19][CH2:20][O:21][CH2:22][CH2:23]Cl. The catalyst is CN(C)C=O. The product is [Br:1][C:2]1[CH:3]=[CH:4][C:5]([F:9])=[C:6]([N:7]2[CH2:23][CH2:22][O:21][CH2:20][CH2:19]2)[CH:8]=1. The yield is 0.290. (6) The reactants are [O:1]1[C:5]2([CH2:10][CH2:9][NH:8][CH2:7][CH2:6]2)[O:4][CH2:3][CH2:2]1.[Br:11][C:12]1[CH:13]=[C:14]([CH:17]=[CH:18][C:19]=1F)[CH:15]=[O:16].C(=O)([O-])[O-].[K+].[K+]. The catalyst is CN1CCCN(C)C1=O.C(#N)C. The product is [Br:11][C:12]1[CH:13]=[C:14]([CH:17]=[CH:18][C:19]=1[N:8]1[CH2:9][CH2:10][C:5]2([O:4][CH2:3][CH2:2][O:1]2)[CH2:6][CH2:7]1)[CH:15]=[O:16]. The yield is 0.960.